From a dataset of Catalyst prediction with 721,799 reactions and 888 catalyst types from USPTO. Predict which catalyst facilitates the given reaction. (1) Reactant: [CH3:1][O:2][CH:3](OC)[O:4][CH3:5].[Br:8][C:9]1[CH:10]=[C:11]([CH:14]=[C:15]([Cl:17])[CH:16]=1)C=O.C1(C)C=CC(S(O)(=O)=O)=CC=1.O.C([O-])(O)=O.[Na+]. Product: [Br:8][C:9]1[CH:10]=[C:11]([CH:3]([O:4][CH3:5])[O:2][CH3:1])[CH:14]=[C:15]([Cl:17])[CH:16]=1. The catalyst class is: 5. (2) Reactant: CO.[Cl:3][C:4]1[CH:5]=[C:6]([CH:27]=[CH:28][C:29]=1[O:30][CH3:31])[CH2:7][NH:8][C:9]1[C:14]([C:15]([O:17]CC)=[O:16])=[CH:13][N:12]=[C:11]([N:20]2[CH2:24][CH2:23][CH2:22][C@H:21]2[CH2:25][OH:26])[N:10]=1.O.[Na]. Product: [Cl:3][C:4]1[CH:5]=[C:6]([CH:27]=[CH:28][C:29]=1[O:30][CH3:31])[CH2:7][NH:8][C:9]1[C:14]([C:15]([OH:17])=[O:16])=[CH:13][N:12]=[C:11]([N:20]2[CH2:24][CH2:23][CH2:22][C@H:21]2[CH2:25][OH:26])[N:10]=1. The catalyst class is: 6.